This data is from Full USPTO retrosynthesis dataset with 1.9M reactions from patents (1976-2016). The task is: Predict the reactants needed to synthesize the given product. (1) Given the product [CH2:1]([O:5][C:6]([N:8]1[CH2:9][CH2:10][CH:11]([N:14]([CH2:15][CH2:16][CH2:17][O:18][CH3:19])[CH2:23][C:22]2[CH:25]=[CH:26][C:27]([Cl:29])=[CH:28][C:21]=2[Cl:20])[CH2:12][CH2:13]1)=[O:7])[CH2:2][CH2:3][CH3:4], predict the reactants needed to synthesize it. The reactants are: [CH2:1]([O:5][C:6]([N:8]1[CH2:13][CH2:12][CH:11]([NH:14][CH2:15][CH2:16][CH2:17][O:18][CH3:19])[CH2:10][CH2:9]1)=[O:7])[CH2:2][CH2:3][CH3:4].[Cl:20][C:21]1[CH:28]=[C:27]([Cl:29])[CH:26]=[CH:25][C:22]=1[CH:23]=O.C(O[BH-](OC(=O)C)OC(=O)C)(=O)C.[Na+].C(=O)(O)[O-].[Na+]. (2) Given the product [Br:1][C:2]1[CH:3]=[CH:4][C:5]([O:20][C:14]2[CH:15]=[CH:16][C:17]([CH3:19])=[CH:18][C:13]=2[O:12][CH3:11])=[C:6]([CH:9]=1)[CH:7]=[O:8], predict the reactants needed to synthesize it. The reactants are: [Br:1][C:2]1[CH:3]=[CH:4][C:5](F)=[C:6]([CH:9]=1)[CH:7]=[O:8].[CH3:11][O:12][C:13]1[CH:18]=[C:17]([CH3:19])[CH:16]=[CH:15][C:14]=1[OH:20].C(=O)([O-])[O-].[Cs+].[Cs+].O. (3) Given the product [F:1][C:2]1[CH:26]=[C:25]([F:27])[CH:24]=[CH:23][C:3]=1[O:4][C:5]1[C:10](=[O:11])[N:9]([CH3:30])[C:8]2[CH:12]=[N:13][N:14]([CH2:15][O:16][CH2:17][CH2:18][Si:19]([CH3:22])([CH3:20])[CH3:21])[C:7]=2[CH:6]=1, predict the reactants needed to synthesize it. The reactants are: [F:1][C:2]1[CH:26]=[C:25]([F:27])[CH:24]=[CH:23][C:3]=1[O:4][C:5]1[C:10](=[O:11])[NH:9][C:8]2[CH:12]=[N:13][N:14]([CH2:15][O:16][CH2:17][CH2:18][Si:19]([CH3:22])([CH3:21])[CH3:20])[C:7]=2[CH:6]=1.[H-].[Na+].[CH3:30]I. (4) Given the product [F:1][C:2]1[CH:3]=[CH:4][C:5]2[N:6]([CH:8]=[C:9]([C:11]([NH:13][C@H:14]3[CH2:19][CH2:18][C@@H:17]([N:20]4[C:25](=[O:26])[C:24]5[CH:27]=[C:28]([F:31])[CH:29]=[N:30][C:23]=5[N:22]([C:32]5[CH:33]=[C:34]([C:38]6[CH:43]=[CH:42][C:41]([CH2:44][N:51]7[CH2:52][CH2:53][N:48]([CH3:47])[CH2:49][CH2:50]7)=[CH:40][CH:39]=6)[CH:35]=[CH:36][CH:37]=5)[C:21]4=[O:46])[CH2:16][CH2:15]3)=[O:12])[N:10]=2)[CH:7]=1, predict the reactants needed to synthesize it. The reactants are: [F:1][C:2]1[CH:3]=[CH:4][C:5]2[N:6]([CH:8]=[C:9]([C:11]([NH:13][C@H:14]3[CH2:19][CH2:18][C@@H:17]([N:20]4[C:25](=[O:26])[C:24]5[CH:27]=[C:28]([F:31])[CH:29]=[N:30][C:23]=5[N:22]([C:32]5[CH:33]=[C:34]([C:38]6[CH:43]=[CH:42][C:41]([CH:44]=O)=[CH:40][CH:39]=6)[CH:35]=[CH:36][CH:37]=5)[C:21]4=[O:46])[CH2:16][CH2:15]3)=[O:12])[N:10]=2)[CH:7]=1.[CH3:47][N:48]1[CH2:53][CH2:52][NH:51][CH2:50][CH2:49]1. (5) Given the product [F:1][C:2]1[CH:3]=[N:4][CH:5]=[CH:6][C:7]=1[CH:8]([C:9]([C:11]1[C:20]2[C:15](=[CH:16][CH:17]=[CH:18][CH:19]=2)[CH:14]=[CH:13][CH:12]=1)=[O:10])[CH2:24][C:25]([O:27][CH2:28][CH3:29])=[O:26], predict the reactants needed to synthesize it. The reactants are: [F:1][C:2]1[CH:3]=[N:4][CH:5]=[CH:6][C:7]=1[CH2:8][C:9]([C:11]1[C:20]2[C:15](=[CH:16][CH:17]=[CH:18][CH:19]=2)[CH:14]=[CH:13][CH:12]=1)=[O:10].[H-].[Na+].Br[CH2:24][C:25]([O:27][CH2:28][CH3:29])=[O:26].[Cl-].[NH4+].C(=O)(O)[O-].[Na+].